Dataset: Full USPTO retrosynthesis dataset with 1.9M reactions from patents (1976-2016). Task: Predict the reactants needed to synthesize the given product. (1) Given the product [OH:8][C:9]1[C:10]([O:25][CH3:26])=[CH:11][C:12]2[C:18](=[O:19])[N:17]3[CH2:20][CH2:21][CH2:22][CH2:23][C@@H:16]3[CH:15]=[N:14][C:13]=2[CH:24]=1, predict the reactants needed to synthesize it. The reactants are: C([O:8][C:9]1[C:10]([O:25][CH3:26])=[CH:11][C:12]2[C:18](=[O:19])[N:17]3[CH2:20][CH2:21][CH2:22][CH2:23][C@@H:16]3[CH:15]=[N:14][C:13]=2[CH:24]=1)C1C=CC=CC=1. (2) Given the product [CH2:20]([N:22]1[CH2:28][CH2:27][C:26]2[CH:29]=[C:30]([NH:33][C:2]3[N:7]=[C:6]([NH:8][C:9]4[CH:18]=[CH:17][CH:16]=[CH:15][C:10]=4[C:11]([NH:13][CH3:14])=[O:12])[C:5]([CH3:19])=[CH:4][N:3]=3)[CH:31]=[CH:32][C:25]=2[CH2:24][CH2:23]1)[CH3:21], predict the reactants needed to synthesize it. The reactants are: Cl[C:2]1[N:7]=[C:6]([NH:8][C:9]2[CH:18]=[CH:17][CH:16]=[CH:15][C:10]=2[C:11]([NH:13][CH3:14])=[O:12])[C:5]([CH3:19])=[CH:4][N:3]=1.[CH2:20]([N:22]1[CH2:28][CH2:27][C:26]2[CH:29]=[C:30]([NH2:33])[CH:31]=[CH:32][C:25]=2[CH2:24][CH2:23]1)[CH3:21].Cl. (3) Given the product [C:13]12([CH2:23][NH:24][C:2]3[N:12]=[CH:11][CH:10]=[CH:9][C:3]=3[C:4]([OH:6])=[O:5])[CH2:20][CH:19]3[CH2:18][CH:17]([CH2:16][CH:15]([CH2:21]3)[CH2:14]1)[CH2:22]2, predict the reactants needed to synthesize it. The reactants are: Cl[C:2]1[N:12]=[CH:11][CH:10]=[CH:9][C:3]=1[C:4]([O:6]CC)=[O:5].[C:13]12([CH2:23][NH2:24])[CH2:22][CH:17]3[CH2:18][CH:19]([CH2:21][CH:15]([CH2:16]3)[CH2:14]1)[CH2:20]2.C(C(CC)CN)C.